Dataset: Full USPTO retrosynthesis dataset with 1.9M reactions from patents (1976-2016). Task: Predict the reactants needed to synthesize the given product. The reactants are: [C:1]([C:5]1[CH:6]=[C:7]([OH:11])[CH:8]=[CH:9][CH:10]=1)([CH3:4])([CH3:3])[CH3:2].[H-].[Na+].I[CH3:15]. Given the product [C:1]([C:5]1[CH:10]=[CH:9][CH:8]=[C:7]([O:11][CH3:15])[CH:6]=1)([CH3:4])([CH3:2])[CH3:3], predict the reactants needed to synthesize it.